Dataset: Experimentally validated miRNA-target interactions with 360,000+ pairs, plus equal number of negative samples. Task: Binary Classification. Given a miRNA mature sequence and a target amino acid sequence, predict their likelihood of interaction. The miRNA is hsa-miR-6809-3p with sequence CUUCUCUUCUCUCCUUCCCAG. The protein sequence of the target gene is MEELTAFVSKSFDQKVKEKKEAITYREVLESGPLRGAKEPTGCTEAGRDDRSSPAVRAAGGGGGGGGGGGGGGGGGGVGGGGAGGGAGGGRSPVRELDMGAAERSREPGSPRLTEVSPELKDRKEDAKGMEDEGQTKIKQRRSRTNFTLEQLNELERLFDETHYPDAFMREELSQRLGLSEARVQVWFQNRRAKCRKQENQLHKGVLIGAASQFEACRVAPYVNVGALRMPFQQDSHCNVTPLSFQVQAQLQLDSAVAHAHHHLHPHLAAHAPYMMFPAPPFGLPLATLAADSASAASVV.... Result: 1 (interaction).